This data is from Full USPTO retrosynthesis dataset with 1.9M reactions from patents (1976-2016). The task is: Predict the reactants needed to synthesize the given product. (1) Given the product [CH3:1][O:2][C:3](=[O:24])[CH2:4][O:5][C:6]1[CH:11]=[CH:10][C:9]([NH:12][C:13](=[O:23])[CH2:14][OH:15])=[CH:8][CH:7]=1, predict the reactants needed to synthesize it. The reactants are: [CH3:1][O:2][C:3](=[O:24])[CH2:4][O:5][C:6]1[CH:11]=[CH:10][C:9]([NH:12][C:13](=[O:23])[CH2:14][O:15]CC2C=CC=CC=2)=[CH:8][CH:7]=1. (2) Given the product [CH3:29][O:30][C:31]1[CH:32]=[C:33]([NH:37][C:13]([C:12]2[S:11][C:10]([N:16]3[C:20]4[CH:21]=[C:22]([O:27][CH3:28])[C:23]([O:25][CH3:26])=[CH:24][C:19]=4[N:18]=[CH:17]3)=[N:9][C:8]=2[C:4]2[CH:5]=[CH:6][CH:7]=[C:2]([Cl:1])[CH:3]=2)=[O:14])[CH:34]=[CH:35][CH:36]=1, predict the reactants needed to synthesize it. The reactants are: [Cl:1][C:2]1[CH:3]=[C:4]([C:8]2[N:9]=[C:10]([N:16]3[C:20]4[CH:21]=[C:22]([O:27][CH3:28])[C:23]([O:25][CH3:26])=[CH:24][C:19]=4[N:18]=[CH:17]3)[S:11][C:12]=2[C:13](O)=[O:14])[CH:5]=[CH:6][CH:7]=1.[CH3:29][O:30][C:31]1[CH:36]=[CH:35][CH:34]=[C:33]([NH2:37])[CH:32]=1.